From a dataset of Full USPTO retrosynthesis dataset with 1.9M reactions from patents (1976-2016). Predict the reactants needed to synthesize the given product. (1) Given the product [C:13]1([C@H:19]([N:21]2[CH:25]=[C:24]([O:26][C:2]3[N:3]=[C:4]([OH:12])[C:5]4[CH:11]=[CH:10][N:9]=[CH:8][C:6]=4[N:7]=3)[CH:23]=[N:22]2)[CH3:20])[CH:18]=[CH:17][CH:16]=[CH:15][CH:14]=1, predict the reactants needed to synthesize it. The reactants are: Cl[C:2]1[N:3]=[C:4]([OH:12])[C:5]2[CH:11]=[CH:10][N:9]=[CH:8][C:6]=2[N:7]=1.[C:13]1([C@H:19]([N:21]2[CH:25]=[C:24]([OH:26])[CH:23]=[N:22]2)[CH3:20])[CH:18]=[CH:17][CH:16]=[CH:15][CH:14]=1.C([O-])([O-])=O.[Cs+].[Cs+]. (2) Given the product [OH:1][C@H:2]1[CH2:3][CH2:4][C@H:5]([NH:8][C:9]2[N:18]=[CH:17][C:16]3[C:11](=[C:12]([O:20][CH2:30][C:29]([O:28][CH3:27])=[O:32])[C:13]([CH3:19])=[CH:14][CH:15]=3)[N:10]=2)[CH2:6][CH2:7]1, predict the reactants needed to synthesize it. The reactants are: [OH:1][C@H:2]1[CH2:7][CH2:6][C@H:5]([NH:8][C:9]2[N:18]=[CH:17][C:16]3[C:11](=[C:12]([OH:20])[C:13]([CH3:19])=[CH:14][CH:15]=3)[N:10]=2)[CH2:4][CH2:3]1.C([O-])([O-])=O.[K+].[K+].[CH3:27][O:28][C:29](=[O:32])[CH2:30]Br.